Dataset: Reaction yield outcomes from USPTO patents with 853,638 reactions. Task: Predict the reaction yield, written as a fraction of the theoretical maximum amount of product (1.0 means a 100% yield; for example, 0.34 means a 34% yield). (1) The reactants are BrC1C(N2CCN(C(NC3C=CC=CC=3)=O)CC2)=C2N=C(C3C=CC(N(C)C)=CC=3)NC2=NC=1.[Br:35][C:36]1[C:37]([N:46]2[CH2:51][CH2:50][N:49]([CH2:52][C:53]3[CH:54]=[N:55][CH:56]=[CH:57][CH:58]=3)[CH2:48][CH2:47]2)=[C:38]([N+:43]([O-])=O)[C:39]([NH2:42])=[N:40][CH:41]=1.[O-]S(S([O-])=O)=O.[Na+].[Na+].[NH:67]1[CH2:72][CH2:71][CH:70]([O:73][C:74]2[CH:81]=[CH:80][C:77]([CH:78]=O)=[CH:76][CH:75]=2)[CH2:69][CH2:68]1. The catalyst is C(O)C.CN(C=O)C. The product is [Br:35][C:36]1[C:37]([N:46]2[CH2:51][CH2:50][N:49]([CH2:52][C:53]3[CH:54]=[N:55][CH:56]=[CH:57][CH:58]=3)[CH2:48][CH2:47]2)=[C:38]2[N:43]=[C:78]([C:77]3[CH:76]=[CH:75][C:74]([O:73][CH:70]4[CH2:71][CH2:72][NH:67][CH2:68][CH2:69]4)=[CH:81][CH:80]=3)[NH:42][C:39]2=[N:40][CH:41]=1. The yield is 0.240. (2) The reactants are [F:1][C:2]1[CH:3]=[C:4]2[C:9](=[CH:10][C:11]=1[F:12])[NH:8][C:7](=[O:13])[CH2:6][CH2:5]2.[H-].[Na+].[Cl:16][CH2:17][CH2:18][CH2:19]I. The catalyst is CN(C=O)C. The product is [Cl:16][CH2:17][CH2:18][CH2:19][N:8]1[C:9]2[C:4](=[CH:3][C:2]([F:1])=[C:11]([F:12])[CH:10]=2)[CH2:5][CH2:6][C:7]1=[O:13]. The yield is 0.470. (3) The catalyst is ClCCl. The product is [Cl:1][C:2]1[CH:7]=[C:6]([C:8]([NH:42][CH2:43][C:44]2[CH:52]=[CH:51][CH:50]=[C:49]3[C:45]=2[CH:46]=[N:47][N:48]3[CH:53]2[CH2:58][CH2:57][CH2:56][CH2:55][O:54]2)=[O:10])[CH:5]=[CH:4][C:3]=1[C:11]([O:13][CH3:14])=[O:12]. The reactants are [Cl:1][C:2]1[CH:7]=[C:6]([C:8]([O-:10])=O)[CH:5]=[CH:4][C:3]=1[C:11]([O:13][CH3:14])=[O:12].CN([P+](ON1N=NC2C=CC=CC1=2)(N(C)C)N(C)C)C.F[P-](F)(F)(F)(F)F.[NH2:42][CH2:43][C:44]1[CH:52]=[CH:51][CH:50]=[C:49]2[C:45]=1[CH:46]=[N:47][N:48]2[CH:53]1[CH2:58][CH2:57][CH2:56][CH2:55][O:54]1.C(N(C(C)C)CC)(C)C. The yield is 0.550.